Dataset: Reaction yield outcomes from USPTO patents with 853,638 reactions. Task: Predict the reaction yield, written as a fraction of the theoretical maximum amount of product (1.0 means a 100% yield; for example, 0.34 means a 34% yield). (1) The reactants are [NH:1]([C:8]1[N:9]([C:24]2[CH:29]=[CH:28][CH:27]=[CH:26][CH:25]=2)[C:10]2[C:15]([C:16](=[O:18])[CH:17]=1)=[C:14]([C:19]([F:22])([F:21])[F:20])[CH:13]=[C:12](Cl)[N:11]=2)[C:2]1[CH:7]=[CH:6][CH:5]=[CH:4][CH:3]=1.[CH3:30][S:31]([NH2:34])(=[O:33])=[O:32].C([O-])([O-])=O.[K+].[K+]. The catalyst is CS(C)=O. The product is [NH:1]([C:8]1[N:9]([C:24]2[CH:29]=[CH:28][CH:27]=[CH:26][CH:25]=2)[C:10]2[N:11]=[C:12]([NH:34][S:31]([CH3:30])(=[O:33])=[O:32])[CH:13]=[C:14]([C:19]([F:22])([F:21])[F:20])[C:15]=2[C:16](=[O:18])[CH:17]=1)[C:2]1[CH:7]=[CH:6][CH:5]=[CH:4][CH:3]=1. The yield is 0.0400. (2) The reactants are [OH-].[Li+].C([O:6][CH:7]([CH2:9][CH2:10][CH2:11][O:12][C:13]1[CH:18]=[CH:17][C:16]([C:19]([O:28][CH2:29][O:30][CH3:31])([C:24]([F:27])([F:26])[F:25])[C:20]([F:23])([F:22])[F:21])=[CH:15][C:14]=1[CH2:32][CH2:33][CH3:34])[CH3:8])(=O)C. The catalyst is CO. The product is [F:21][C:20]([F:22])([F:23])[C:19]([C:16]1[CH:17]=[CH:18][C:13]([O:12][CH2:11][CH2:10][CH2:9][CH:7]([OH:6])[CH3:8])=[C:14]([CH2:32][CH2:33][CH3:34])[CH:15]=1)([O:28][CH2:29][O:30][CH3:31])[C:24]([F:25])([F:27])[F:26]. The yield is 0.930. (3) The reactants are [F:1][C:2]1[C:7]([CH3:8])=[CH:6][CH:5]=[CH:4][C:3]=1[CH2:9][N:10]1[C:14]2[CH:15]=[C:16]([N:23]3[CH2:28][CH2:27][O:26][CH2:25][CH2:24]3)[CH:17]=[C:18]([C:19]([O:21]C)=[O:20])[C:13]=2[N:12]=[C:11]1[CH3:29].[Li+].[OH-]. The catalyst is C1COCC1. The product is [F:1][C:2]1[C:7]([CH3:8])=[CH:6][CH:5]=[CH:4][C:3]=1[CH2:9][N:10]1[C:14]2[CH:15]=[C:16]([N:23]3[CH2:28][CH2:27][O:26][CH2:25][CH2:24]3)[CH:17]=[C:18]([C:19]([OH:21])=[O:20])[C:13]=2[N:12]=[C:11]1[CH3:29]. The yield is 0.700.